Dataset: Full USPTO retrosynthesis dataset with 1.9M reactions from patents (1976-2016). Task: Predict the reactants needed to synthesize the given product. (1) Given the product [C:1]1([CH2:7][C:8]([N:44]2[CH2:45][CH2:46][CH:47]([NH:50][C:51]3[CH:60]=[CH:59][N:58]=[C:57]4[C:52]=3[C:53]3[CH:65]=[CH:64][CH:63]=[CH:62][C:54]=3[C:55](=[O:61])[NH:56]4)[CH2:48][CH2:49]2)=[O:10])[CH:2]=[CH:3][CH:4]=[CH:5][CH:6]=1, predict the reactants needed to synthesize it. The reactants are: [C:1]1([CH2:7][C:8]([OH:10])=O)[CH:6]=[CH:5][CH:4]=[CH:3][CH:2]=1.CCN(C(C)C)C(C)C.CN(C(ON1N=NC2C=CC=NC1=2)=[N+](C)C)C.F[P-](F)(F)(F)(F)F.[NH:44]1[CH2:49][CH2:48][CH:47]([NH:50][C:51]2[CH:60]=[CH:59][N:58]=[C:57]3[C:52]=2[C:53]2[CH:65]=[CH:64][CH:63]=[CH:62][C:54]=2[C:55](=[O:61])[NH:56]3)[CH2:46][CH2:45]1. (2) Given the product [ClH:48].[CH2:1]([O:3][C:4](=[O:47])[CH2:5][CH2:6][CH2:7][NH:8][C@H:9]([C:41]1[CH:42]=[CH:43][CH:44]=[CH:45][CH:46]=1)[CH2:10][N:11]1[C:16](=[O:17])[C:15]([C:18]2[CH:23]=[CH:22][CH:21]=[C:20]([O:24][CH3:25])[C:19]=2[F:26])=[C:14]([CH3:27])[N:13]([CH2:28][C:29]2[C:34]([C:35]([F:38])([F:37])[F:36])=[CH:33][CH:32]=[CH:31][C:30]=2[F:39])[C:12]1=[O:40])[CH3:2], predict the reactants needed to synthesize it. The reactants are: [CH2:1]([O:3][C:4](=[O:47])[CH2:5][CH2:6][CH2:7][NH:8][C@H:9]([C:41]1[CH:46]=[CH:45][CH:44]=[CH:43][CH:42]=1)[CH2:10][N:11]1[C:16](=[O:17])[C:15]([C:18]2[CH:23]=[CH:22][CH:21]=[C:20]([O:24][CH3:25])[C:19]=2[F:26])=[C:14]([CH3:27])[N:13]([CH2:28][C:29]2[C:34]([C:35]([F:38])([F:37])[F:36])=[CH:33][CH:32]=[CH:31][C:30]=2[F:39])[C:12]1=[O:40])[CH3:2].[ClH:48].CCCCCCC. (3) The reactants are: [Cr](Cl)([O-])(=O)=O.[NH+]1C=CC=CC=1.[OH:12][CH2:13][CH:14]([CH2:27][CH2:28][C:29]1[CH:38]=[CH:37][C:32]([C:33]([O:35][CH3:36])=[O:34])=[CH:31][CH:30]=1)[CH2:15][CH2:16][C:17]1[CH:26]=[CH:25][C:20]([C:21]([O:23][CH3:24])=[O:22])=[CH:19][CH:18]=1. Given the product [CH:13]([CH:14]([CH2:27][CH2:28][C:29]1[CH:38]=[CH:37][C:32]([C:33]([O:35][CH3:36])=[O:34])=[CH:31][CH:30]=1)[CH2:15][CH2:16][C:17]1[CH:26]=[CH:25][C:20]([C:21]([O:23][CH3:24])=[O:22])=[CH:19][CH:18]=1)=[O:12], predict the reactants needed to synthesize it. (4) The reactants are: [Cl:1][C:2]1[N:3]([CH2:10][C@:11]([OH:15])([CH3:14])[CH2:12][OH:13])[CH:4]=[C:5]([N+:7]([O-:9])=[O:8])[N:6]=1.C(N(CC)CC)C.[F:23][C:24]([F:42])([F:41])[C:25]1[CH:40]=[CH:39][C:28]([O:29][CH:30]2[CH2:35][CH2:34][N:33]([C:36](Cl)=[O:37])[CH2:32][CH2:31]2)=[CH:27][CH:26]=1. Given the product [F:41][C:24]([F:23])([F:42])[C:25]1[CH:40]=[CH:39][C:28]([O:29][CH:30]2[CH2:31][CH2:32][N:33]([C:36]([O:13][CH2:12][C@@:11]([OH:15])([CH3:14])[CH2:10][N:3]3[CH:4]=[C:5]([N+:7]([O-:9])=[O:8])[N:6]=[C:2]3[Cl:1])=[O:37])[CH2:34][CH2:35]2)=[CH:27][CH:26]=1, predict the reactants needed to synthesize it. (5) Given the product [CH3:10][N:7]1[C:8](=[O:9])[C:3]([CH3:13])([N:2]2[C:21](=[O:22])[C:20]3[C:19](=[C:18]([F:26])[C:17]([F:27])=[C:16]([F:28])[C:15]=3[F:14])[C:24]2=[O:23])[C:4](=[O:12])[NH:5][C:6]1=[O:11], predict the reactants needed to synthesize it. The reactants are: Cl.[NH2:2][C:3]1([CH3:13])[C:8](=[O:9])[N:7]([CH3:10])[C:6](=[O:11])[NH:5][C:4]1=[O:12].[F:14][C:15]1[C:16]([F:28])=[C:17]([F:27])[C:18]([F:26])=[C:19]2[C:24](=O)[O:23][C:21](=[O:22])[C:20]=12.CCN(CC)CC.